This data is from Forward reaction prediction with 1.9M reactions from USPTO patents (1976-2016). The task is: Predict the product of the given reaction. (1) Given the reactants [CH2:1]([NH:5][C:6](=O)[C:7]([CH3:11])([CH3:10])[CH2:8][OH:9])[CH2:2][CH2:3][CH3:4].[H-].[H-].[H-].[H-].[Li+].[Al+3], predict the reaction product. The product is: [CH2:1]([NH:5][CH2:6][C:7]([CH3:10])([CH3:11])[CH2:8][OH:9])[CH2:2][CH2:3][CH3:4]. (2) The product is: [C:16]([O:15][C:13](=[O:14])[NH:12][C:9]([CH3:10])([CH3:11])[CH2:8][C:4]1[CH:5]=[CH:6][CH:7]=[C:2]([Br:1])[CH:3]=1)([CH3:19])([CH3:18])[CH3:17]. Given the reactants [Br:1][C:2]1[CH:3]=[C:4]([CH2:8][C:9]([NH2:12])([CH3:11])[CH3:10])[CH:5]=[CH:6][CH:7]=1.[C:13](O[C:13]([O:15][C:16]([CH3:19])([CH3:18])[CH3:17])=[O:14])([O:15][C:16]([CH3:19])([CH3:18])[CH3:17])=[O:14], predict the reaction product. (3) Given the reactants C([C:5]1[C:9]2=[N:10][CH:11]=[CH:12][C:13](Cl)=[C:8]2[S:7][C:6]=1[C:15]1[S:16][CH:17]=[CH:18][N:19]=1)(C)(C)C.[OH:20][C:21]1[CH:29]=[C:28]2[C:24]([C:25]([C:32]([NH:34][CH2:35][CH:36]([CH3:38])[CH3:37])=[O:33])=[C:26]([CH3:31])[N:27]2[CH3:30])=[CH:23][CH:22]=1.C([O-])([O-])=O.[Cs+].[Cs+], predict the reaction product. The product is: [CH2:35]([NH:34][C:32]([C:25]1[C:24]2[C:28](=[CH:29][C:21]([O:20][C:13]3[CH:12]=[CH:11][N:10]=[C:9]4[CH:5]=[C:6]([C:15]5[S:16][CH:17]=[CH:18][N:19]=5)[S:7][C:8]=34)=[CH:22][CH:23]=2)[N:27]([CH3:30])[C:26]=1[CH3:31])=[O:33])[CH:36]([CH3:38])[CH3:37].